From a dataset of Catalyst prediction with 721,799 reactions and 888 catalyst types from USPTO. Predict which catalyst facilitates the given reaction. (1) Reactant: C1(P(C2C=CC=CC=2)C2C=CC=CC=2)C=CC=CC=1.N1C=CN=C1.[I:25]I.[F:27][C:28]1[CH:42]=[CH:41][C:31]([CH2:32][O:33][CH2:34][C:35]([NH:37][CH2:38][CH2:39]O)=[O:36])=[CH:30][CH:29]=1. Product: [F:27][C:28]1[CH:42]=[CH:41][C:31]([CH2:32][O:33][CH2:34][C:35]([NH:37][CH2:38][CH2:39][I:25])=[O:36])=[CH:30][CH:29]=1. The catalyst class is: 2. (2) Reactant: [NH3:1].[C:2]([O-:7])(=[O:6])[CH:3]([CH3:5])[OH:4].[NH4+]. Product: [C:2]([OH:7])(=[O:6])[CH:3]([CH3:5])[OH:4].[C:2]([O-:7])(=[O:6])[CH:3]([CH3:5])[OH:4].[NH4+:1]. The catalyst class is: 6.